Dataset: Experimentally validated miRNA-target interactions with 360,000+ pairs, plus equal number of negative samples. Task: Binary Classification. Given a miRNA mature sequence and a target amino acid sequence, predict their likelihood of interaction. (1) The miRNA is hsa-miR-3145-5p with sequence AACUCCAAACACUCAAAACUCA. The protein sequence of the target gene is MELLSALSLGELALSFSRVPLFPVFDLSYFIVSILYLKYEPGAVELSRRHPIASWLCAMLHCFGSYILADLLLGEPLIDYFSNNSSILLASAVWYLIFFCPLDLFYKCVCFLPVKLIFVAMKEVVRVRKIAVGIHHAHHHYHHGWFVMIATGWVKGSGVALMSNFEQLLRGVWKPETNEILHMSFPTKASLYGAILFTLQQTRWLPVSKASLIFIFTLFMVSCKVFLTATHSHSSPFDALEGYICPVLFGSACGGDHHHDNHGGSHSGGGPGAQHSAMPAKSKEELSEGSRKKKAKKAD. Result: 0 (no interaction). (2) The miRNA is hsa-miR-4755-3p with sequence AGCCAGGCUCUGAAGGGAAAGU. The protein sequence of the target gene is MAAGEPRDGGGYYFRFLPHRTFSSLSAREITSRLRQWSMLGRIQAQAFSFDQTFQPYQKDDFVMAFFKDPNVIPNLQLLSDSSGQWTTLGSEVKKIEAINVPCTQLSMSFFQRLYDENIVRESGHIVKCLDSFCDPFLISDELRKVLLMEDSEKYEVFSPVEREEFLFCLFKHLCLGGSLCQYEDVLKPYLETAKLIYKDLVSVRKHPRTKEIQITSSVFKVKAYDSVGVCYPSPKEHEQTFSYFVVDPIKRHVNVLYHCYGVGHMA. Result: 0 (no interaction). (3) The protein sequence of the target gene is MAEVEAVQLKEEGNRHFQLQDYKAATNSYSQALKLTKDKALLATLYRNRAACGLKTESYVQAASDASRAIDINSSDIKALYRRCQALEHLGKLDQAFKDVQRCATLEPRNQNFQEMLRRLNTSIQEKLRVQFSTDSRVQKMFEILLDENSEADKREKAANNLIVLGREEAGAEKIFQNNGVALLLQLLDTKKPELVLAAVRTLSGMCSGHQARATVILHAVRIDRICSLMAVENEEMSLAVCNLLQAIIDSLSGEDKREHRGKEEALVLDTKKDLKQITSHLLDMLVSKKVSGQGRDQAL.... The miRNA is hsa-miR-5571-5p with sequence CAAUUCUCAAAGGAGCCUCCC. Result: 0 (no interaction). (4) The miRNA is hsa-miR-6716-3p with sequence UCCGAACUCUCCAUUCCUCUGC. The protein sequence of the target gene is MPLVRYRKVAILGYRSVGKTSLAHQFVEGEFLEGYDPTVENTYSKTVTLGKDEFHLHLVDTAGQDEYSILPYSLIIGVHGYVLVYSVNSLRSFQIVKNLYQKLHEGHGKTRLSVLLVGNKADLSPEREVQAVEGKKLAESWGAMFMESSARDNQLTQDVFIKVIQEIARVENSYGRQDRRCYLM. Result: 0 (no interaction). (5) Result: 1 (interaction). The miRNA is mmu-miR-1306-5p with sequence CACCACCUCCCCUGCAAACGUCC. The protein sequence of the target gene is MAPLALMGVVLLLGVPHCLGEATPTPSLPPPTANDSDASPEGCQGSYRCQPGVLLPVWEPEDPSLGDKVARAVVYFVAMVYMFLGVSIIADRFMASIEVITSKEKEITITKANGETSVGTVRIWNETVSNLTLMALGSSAPEILLTVIEVCGHNFQAGELGPGTIVGSAAFNMFVVIAVCVYVIPAGESRKIKHLRVFFVTASWSIFAYVWLYLILAVFSPGVVQVWEALLTLIFFPVCVVFAWMADKRLLFYKYVYKRYRTDPRSGIIIGAEGDPPKSIELDGTFVGTEVPGELGALGT....